Predict the reactants needed to synthesize the given product. From a dataset of Full USPTO retrosynthesis dataset with 1.9M reactions from patents (1976-2016). (1) Given the product [Cl:1][C:2]1[CH:3]=[CH:4][C:5]([OH:13])=[C:6]([CH2:7][N:9]([CH3:11])[CH3:10])[CH:12]=1, predict the reactants needed to synthesize it. The reactants are: [Cl:1][C:2]1[CH:3]=[CH:4][C:5]([OH:13])=[C:6]([CH:12]=1)[C:7]([N:9]([CH3:11])[CH3:10])=O.[H-].[Al+3].[Li+].[H-].[H-].[H-].O. (2) Given the product [CH:1]([C:4]1[CH:5]=[CH:6][C:7]([C:10]2[N:11]=[C:12]([NH:15][C:22]([CH:16]3[CH2:21][CH2:20][CH2:19][CH2:18][CH2:17]3)=[O:23])[S:13][CH:14]=2)=[CH:8][CH:9]=1)([CH3:3])[CH3:2], predict the reactants needed to synthesize it. The reactants are: [CH:1]([C:4]1[CH:9]=[CH:8][C:7]([C:10]2[N:11]=[C:12]([NH2:15])[S:13][CH:14]=2)=[CH:6][CH:5]=1)([CH3:3])[CH3:2].[CH:16]1([C:22](Cl)=[O:23])[CH2:21][CH2:20][CH2:19][CH2:18][CH2:17]1.N1C=CC=CC=1. (3) Given the product [Cl:1][C:2]1[CH:7]=[CH:6][N:5]=[C:4]2[NH:8][C:9]([CH3:11])=[CH:10][C:3]=12, predict the reactants needed to synthesize it. The reactants are: [Cl:1][C:2]1[CH:7]=[CH:6][N:5]=[C:4]2[N:8](S(C3C=CC=CC=3)(=O)=O)[C:9]([CH3:11])=[CH:10][C:3]=12.C(=O)([O-])[O-].[K+].[K+].CO. (4) Given the product [Cl:12][C:5]1[C:6]2[C:11](=[CH:10][CH:9]=[CH:8][CH:7]=2)[C:2]([C:19]2[CH:20]=[C:21]3[C:26](=[CH:27][CH:28]=2)[N:25]=[CH:24][N:23]=[CH:22]3)=[CH:3][N:4]=1, predict the reactants needed to synthesize it. The reactants are: Br[C:2]1[C:11]2[C:6](=[CH:7][CH:8]=[CH:9][CH:10]=2)[C:5]([Cl:12])=[N:4][CH:3]=1.[Li]CCCC.I[C:19]1[CH:20]=[C:21]2[C:26](=[CH:27][CH:28]=1)[N:25]=[CH:24][N:23]=[CH:22]2. (5) Given the product [Cl:12][C:11]1[CH:10]=[CH:9][CH:8]=[CH:7][C:6]=1[C@H:5]([N:13]1[CH2:14][CH2:15][C:16]2[S:21][CH:20]=[CH:19][C:17]=2[CH2:18]1)[C:3]([O:2][CH3:1])=[O:4].[CH:22]([S:30]([O-:33])(=[O:31])=[O:32])=[CH:23][C:24]1[CH:29]=[CH:28][CH:27]=[CH:26][CH:25]=1, predict the reactants needed to synthesize it. The reactants are: [CH3:1][O:2][C:3]([C@@H:5]([N:13]1[CH2:18][C:17]2[CH:19]=[CH:20][S:21][C:16]=2[CH2:15][CH2:14]1)[C:6]1[C:11]([Cl:12])=[CH:10][CH:9]=[CH:8][CH:7]=1)=[O:4].[CH:22]([S:30]([O-:33])(=[O:32])=[O:31])=[CH:23][C:24]1[CH:29]=[CH:28][CH:27]=[CH:26][CH:25]=1. (6) Given the product [C:6]1([CH3:23])[CH:11]=[CH:10][C:9]([O:12][C:13]2[S:17][C:16]([CH2:18][C:19]3[CH:25]=[C:24]([C:26]4[C:27]([NH2:33])=[N:28][C:29]([NH2:32])=[CH:30][CH:31]=4)[O:21][N:20]=3)=[CH:15][CH:14]=2)=[CH:8][CH:7]=1, predict the reactants needed to synthesize it. The reactants are: O1CCCC1.[C:6]1([CH3:23])[CH:11]=[CH:10][C:9]([O:12][C:13]2[S:17][C:16]([CH2:18][C:19](Cl)=[N:20][OH:21])=[CH:15][CH:14]=2)=[CH:8][CH:7]=1.[C:24]([C:26]1[C:27]([NH2:33])=[N:28][C:29]([NH2:32])=[CH:30][CH:31]=1)#[CH:25].C(N(CC)CC)C. (7) Given the product [F:13][C:9]1[CH:8]=[C:7]2[C:12](=[CH:11][CH:10]=1)[NH:4][C:5](=[O:16])[C:6]2([CH3:15])[CH3:14], predict the reactants needed to synthesize it. The reactants are: C([N:4]1[C:12]2[C:7](=[CH:8][C:9]([F:13])=[CH:10][CH:11]=2)[C:6]([CH3:15])([CH3:14])[C:5]1=[O:16])(=O)C.Cl. (8) Given the product [F:1][C:2]1[CH:19]=[C:18]([I:20])[CH:17]=[CH:16][C:3]=1[NH:4][C:5]1[C:6]([C:13]([NH:33][CH:34]([CH3:37])[CH2:35][OH:36])=[O:15])=[CH:7][N:8]([CH3:12])[C:9](=[O:11])[CH:10]=1, predict the reactants needed to synthesize it. The reactants are: [F:1][C:2]1[CH:19]=[C:18]([I:20])[CH:17]=[CH:16][C:3]=1[NH:4][C:5]1[C:6]([C:13]([OH:15])=O)=[CH:7][N:8]([CH3:12])[C:9](=[O:11])[CH:10]=1.C1N=CN(C(N2C=NC=C2)=O)C=1.[NH2:33][CH:34]([CH3:37])[CH2:35][OH:36]. (9) Given the product [CH2:1]([O:3][C:4]1[CH:9]=[C:8]([NH2:10])[CH:7]=[C:6]([S:13]([CH3:16])(=[O:15])=[O:14])[CH:5]=1)[CH3:2], predict the reactants needed to synthesize it. The reactants are: [CH2:1]([O:3][C:4]1[CH:9]=[C:8]([N+:10]([O-])=O)[CH:7]=[C:6]([S:13]([CH3:16])(=[O:15])=[O:14])[CH:5]=1)[CH3:2].